Dataset: Forward reaction prediction with 1.9M reactions from USPTO patents (1976-2016). Task: Predict the product of the given reaction. (1) Given the reactants [CH3:1][O:2][C:3]1[CH:8]=[CH:7][C:6]([C:9]2[O:10][C:11]3[C:17]([C:18]([OH:20])=O)=[CH:16][CH:15]=[CH:14][C:12]=3[N:13]=2)=[CH:5][CH:4]=1.Cl.Cl.[NH2:23][CH:24]1[CH2:31][CH:30]2[N:32]([CH3:33])[CH:26]([CH2:27][CH2:28][CH2:29]2)[CH2:25]1, predict the reaction product. The product is: [CH3:33][N:32]1[CH:26]2[CH2:27][CH2:28][CH2:29][CH:30]1[CH2:31][CH:24]([NH:23][C:18]([C:17]1[C:11]3[O:10][C:9]([C:6]4[CH:5]=[CH:4][C:3]([O:2][CH3:1])=[CH:8][CH:7]=4)=[N:13][C:12]=3[CH:14]=[CH:15][CH:16]=1)=[O:20])[CH2:25]2. (2) Given the reactants [Cl:1][C:2]1[CH:3]=[N:4][C:5]2[N:6]([N:8]=[C:9]([C:11]([OH:13])=O)[CH:10]=2)[CH:7]=1.[CH3:14][CH:15]1[CH2:20][C:19]([C:21]2[CH:26]=[CH:25][C:24]([CH3:27])=[CH:23][CH:22]=2)=[CH:18][CH2:17][NH:16]1, predict the reaction product. The product is: [Cl:1][C:2]1[CH:3]=[N:4][C:5]2[N:6]([N:8]=[C:9]([C:11]([N:16]3[CH2:17][CH:18]=[C:19]([C:21]4[CH:22]=[CH:23][C:24]([CH3:27])=[CH:25][CH:26]=4)[CH2:20][CH:15]3[CH3:14])=[O:13])[CH:10]=2)[CH:7]=1.